Dataset: Forward reaction prediction with 1.9M reactions from USPTO patents (1976-2016). Task: Predict the product of the given reaction. (1) Given the reactants Cl[CH2:2][C:3]([NH:5][C@H:6]([C:16]1[C:21]([C:22]2[CH:23]=[CH:24][C:25]([F:31])=[C:26]([CH:30]=2)[C:27]([NH2:29])=[O:28])=[CH:20][CH:19]=[CH:18][N:17]=1)[CH2:7][C:8]1[CH:13]=[C:12]([F:14])[CH:11]=[C:10]([F:15])[CH:9]=1)=[O:4].[CH3:32][C:33]1[NH:37][N:36]=[C:35]([C:38]([F:41])([F:40])[F:39])[N:34]=1, predict the reaction product. The product is: [F:15][C:10]1[CH:9]=[C:8]([CH2:7][C@@H:6]([C:16]2[C:21]([C:22]3[CH:23]=[CH:24][C:25]([F:31])=[C:26]([CH:30]=3)[C:27]([NH2:29])=[O:28])=[CH:20][CH:19]=[CH:18][N:17]=2)[NH:5][C:3](=[O:4])[CH2:2][N:37]2[C:33]([CH3:32])=[N:34][C:35]([C:38]([F:41])([F:40])[F:39])=[N:36]2)[CH:13]=[C:12]([F:14])[CH:11]=1. (2) The product is: [C:15]1([C:21]#[C:22][C:2]2[CH:14]=[CH:13][C:5]([O:6][CH2:7][C:8]([O:10][CH2:11][CH3:12])=[O:9])=[CH:4][CH:3]=2)[CH:20]=[CH:19][CH:18]=[CH:17][CH:16]=1. Given the reactants I[C:2]1[CH:14]=[CH:13][C:5]([O:6][CH2:7][C:8]([O:10][CH2:11][CH3:12])=[O:9])=[CH:4][CH:3]=1.[C:15]1([C:21]#[CH:22])[CH:20]=[CH:19][CH:18]=[CH:17][CH:16]=1, predict the reaction product. (3) Given the reactants Br[C:2]1[CH:3]=[C:4]2[C:8](=[CH:9][CH:10]=1)[NH:7][C:6](=[O:11])[C:5]2([O:15][CH3:16])[C:12]#[C:13][CH3:14].[Cl:17][C:18]1[CH:19]=[C:20](B(O)O)[CH:21]=[CH:22][CH:23]=1.C(=O)([O-])[O-].[Na+].[Na+], predict the reaction product. The product is: [Cl:17][C:18]1[CH:23]=[C:22]([C:2]2[CH:3]=[C:4]3[C:8](=[CH:9][CH:10]=2)[NH:7][C:6](=[O:11])[C:5]3([O:15][CH3:16])[C:12]#[C:13][CH3:14])[CH:21]=[CH:20][CH:19]=1. (4) Given the reactants [C:1]([C:3]1[CH:19]=[CH:18][C:6]([O:7][C:8]2[CH:9]=[CH:10][C:11]3[B:15]([OH:16])[O:14][CH2:13][C:12]=3[CH:17]=2)=[CH:5][C:4]=1[OH:20])#[N:2].[H-].[Na+].[CH:23]1(I)[CH2:27][CH2:26][CH2:25][CH2:24]1, predict the reaction product. The product is: [CH:23]1([O:20][C:4]2[CH:5]=[C:6]([O:7][C:8]3[CH:9]=[CH:10][C:11]4[B:15]([OH:16])[O:14][CH2:13][C:12]=4[CH:17]=3)[CH:18]=[CH:19][C:3]=2[C:1]#[N:2])[CH2:27][CH2:26][CH2:25][CH2:24]1. (5) Given the reactants [CH3:1][N:2]1[C:6]([C:7]2[O:8][CH:9]=[C:10]([C:12]([O:14]CC)=[O:13])[N:11]=2)=[CH:5][CH:4]=[N:3]1.[OH-].[K+], predict the reaction product. The product is: [CH3:1][N:2]1[C:6]([C:7]2[O:8][CH:9]=[C:10]([C:12]([OH:14])=[O:13])[N:11]=2)=[CH:5][CH:4]=[N:3]1.